This data is from Catalyst prediction with 721,799 reactions and 888 catalyst types from USPTO. The task is: Predict which catalyst facilitates the given reaction. (1) Reactant: [CH3:1][O:2][C:3]1[CH:12]=[CH:11][C:10]([NH:13][C:14](=O)[CH3:15])=[CH:9][C:4]=1[C:5]([O:7][CH3:8])=[O:6].O1CCCC1.COC1C=CC(P2(SP(C3C=CC(OC)=CC=3)(=S)S2)=[S:31])=CC=1. Product: [CH3:1][O:2][C:3]1[CH:12]=[CH:11][C:10]([NH:13][C:14](=[S:31])[CH3:15])=[CH:9][C:4]=1[C:5]([O:7][CH3:8])=[O:6]. The catalyst class is: 866. (2) The catalyst class is: 7. Product: [CH:1]1([NH:4][C:5](=[O:31])[C:6]2[CH:11]=[CH:10][C:9]([C:12]3[N:16]4[CH:17]=[C:18]([C:25]5[CH:30]=[CH:29][CH:28]=[CH:27][CH:26]=5)[N:19]=[C:20]([S:21][CH2:24][CH3:32])[C:15]4=[N:14][CH:13]=3)=[CH:8][CH:7]=2)[CH2:3][CH2:2]1. Reactant: [CH:1]1([NH:4][C:5](=[O:31])[C:6]2[CH:11]=[CH:10][C:9]([C:12]3[N:16]4[CH:17]=[C:18]([C:25]5[CH:30]=[CH:29][CH:28]=[CH:27][CH:26]=5)[N:19]=[C:20]([S:21]([CH3:24])(=O)=O)[C:15]4=[N:14][CH:13]=3)=[CH:8][CH:7]=2)[CH2:3][CH2:2]1.[CH2:32]([S-])C.[Na+].O. (3) Reactant: [NH2:1][C:2]1[C:3]2[C:10]([C:11]3[CH:16]=[CH:15][CH:14]=[C:13]([O:17][CH2:18][C:19]4[CH:24]=[CH:23][CH:22]=[CH:21][CH:20]=4)[CH:12]=3)=[CH:9][N:8]([C@@H:25]3[CH2:28][C@H:27]([CH2:29][N:30]4C(=O)C5C(=CC=CC=5)C4=O)[CH2:26]3)[C:4]=2[N:5]=[CH:6][N:7]=1.O.NN. Product: [NH2:30][CH2:29][C@@H:27]1[CH2:26][C@H:25]([N:8]2[C:4]3[N:5]=[CH:6][N:7]=[C:2]([NH2:1])[C:3]=3[C:10]([C:11]3[CH:16]=[CH:15][CH:14]=[C:13]([O:17][CH2:18][C:19]4[CH:24]=[CH:23][CH:22]=[CH:21][CH:20]=4)[CH:12]=3)=[CH:9]2)[CH2:28]1. The catalyst class is: 8. (4) Reactant: [OH:1][C:2]1[C:3]([C:12]([N:14]([O:16][CH3:17])[CH3:15])=[O:13])=[CH:4][CH:5]=[C:6]2[C:11]=1[N:10]=[CH:9][CH:8]=[CH:7]2.[Cl:18]N1C(=O)CCC1=O. Product: [Cl:18][C:5]1[CH:4]=[C:3]([C:12]([N:14]([O:16][CH3:17])[CH3:15])=[O:13])[C:2]([OH:1])=[C:11]2[C:6]=1[CH:7]=[CH:8][CH:9]=[N:10]2. The catalyst class is: 15. (5) Reactant: C[O:2][C:3](=[O:33])[CH2:4][C:5]1[C:14]([CH3:15])=[C:13]([CH:16]2[CH2:21][CH2:20][N:19]([C:22](=[O:31])[C:23]3[C:28]([Cl:29])=[CH:27][CH:26]=[CH:25][C:24]=3[Cl:30])[CH2:18][CH2:17]2)[C:12]2[C:7](=[CH:8][CH:9]=[C:10]([F:32])[CH:11]=2)[CH:6]=1.O.[OH-].[Li+]. Product: [Cl:30][C:24]1[CH:25]=[CH:26][CH:27]=[C:28]([Cl:29])[C:23]=1[C:22]([N:19]1[CH2:20][CH2:21][CH:16]([C:13]2[C:12]3[C:7](=[CH:8][CH:9]=[C:10]([F:32])[CH:11]=3)[CH:6]=[C:5]([CH2:4][C:3]([OH:33])=[O:2])[C:14]=2[CH3:15])[CH2:17][CH2:18]1)=[O:31]. The catalyst class is: 20. (6) Product: [F:22][C:23]([F:42])([F:41])[S:24]([O:10][C:8]1[CH:7]2[CH2:11][CH:1]([CH:9]=1)[CH:2]1[CH:6]2[CH2:5][CH2:4][CH2:3]1)(=[O:26])=[O:25]. The catalyst class is: 7. Reactant: [CH:1]12[CH2:11][CH:7]([C:8](=[O:10])[CH2:9]1)[CH:6]1[CH:2]2[CH2:3][CH2:4][CH2:5]1.C[Si]([N-][Si](C)(C)C)(C)C.[Na+].[F:22][C:23]([F:42])([F:41])[S:24](N(C1C=CC=CC=1)[S:24]([C:23]([F:42])([F:41])[F:22])(=[O:26])=[O:25])(=[O:26])=[O:25].